Predict the product of the given reaction. From a dataset of Forward reaction prediction with 1.9M reactions from USPTO patents (1976-2016). (1) Given the reactants [CH3:1][O:2][C:3](=[O:12])[C:4]1[CH:9]=[CH:8][C:7]([CH:10]=[O:11])=[CH:6][CH:5]=1.[CH2:13]([Mg]Cl)[CH2:14][CH3:15], predict the reaction product. The product is: [CH3:1][O:2][C:3](=[O:12])[C:4]1[CH:9]=[CH:8][C:7]([CH:10]([OH:11])[CH2:13][CH2:14][CH3:15])=[CH:6][CH:5]=1. (2) Given the reactants [NH2:1][CH2:2][CH2:3][C:4]1[C:12]2[C:7](=[CH:8][CH:9]=[CH:10][CH:11]=2)[NH:6][CH:5]=1.C(=O)(OC(C)(C)C)OC(C)(C)C.C([O-])([O-])=O.[K+].[K+].ClC1N=C2N(C=1[S:40](Cl)(=[O:42])=[O:41])C=CS2.CC(C)([O-])C.[K+].C([O-])(O)=O.[Na+], predict the reaction product. The product is: [S:40](=[C:10]1[CH:11]=[C:12]2[C:7](=[N:6][CH:5]=[C:4]2[CH2:3][CH2:2][NH2:1])[CH:8]=[CH:9]1)(=[O:42])=[O:41].